Dataset: Catalyst prediction with 721,799 reactions and 888 catalyst types from USPTO. Task: Predict which catalyst facilitates the given reaction. (1) Reactant: [CH2:1]([Si:3]([C:8]#[C:9][C@:10]1([CH2:31][O:32][CH2:33][C:34]2[CH:39]=[CH:38][CH:37]=[CH:36][CH:35]=2)[O:18][CH:13](OC(=O)C)[C@H:12]([O:19][C:20](=[O:22])[CH3:21])[C@@H:11]1[O:23][CH2:24][C:25]1[CH:30]=[CH:29][CH:28]=[CH:27][CH:26]=1)([CH2:6][CH3:7])[CH2:4][CH3:5])[CH3:2].N[C:41]1[NH:49][C:48]2[C:43](=[N:44][C:45]([NH2:50])=[N:46][CH:47]=2)[N:42]=1.C/C(/O[Si](C)(C)C)=[N:53]\[Si](C)(C)C.FC(F)(F)S(O[Si](C)(C)C)(=O)=O.C(=O)([O-])O.[Na+]. Product: [C:20]([O:19][C@@H:12]1[C@H:11]([O:23][CH2:24][C:25]2[CH:30]=[CH:29][CH:28]=[CH:27][CH:26]=2)[C@@:10]([C:9]#[C:8][Si:3]([CH2:4][CH3:5])([CH2:6][CH3:7])[CH2:1][CH3:2])([CH2:31][O:32][CH2:33][C:34]2[CH:39]=[CH:38][CH:37]=[CH:36][CH:35]=2)[O:18][C@H:13]1[N:42]1[CH:41]=[N:49][C:48]2[C:43]1=[N:44][C:45]([NH2:50])=[N:46][C:47]=2[NH2:53])(=[O:22])[CH3:21]. The catalyst class is: 26. (2) Reactant: [CH2:1]([OH:7])[CH2:2][O:3][CH2:4][CH2:5][OH:6].[C:8]1([CH3:18])[CH:13]=[CH:12][C:11]([S:14](Cl)(=[O:16])=[O:15])=[CH:10][CH:9]=1.Cl. Product: [S:14]([O:7][CH2:1][CH2:2][O:3][CH2:4][CH2:5][O:6][S:14]([C:11]1[CH:12]=[CH:13][C:8]([CH3:18])=[CH:9][CH:10]=1)(=[O:16])=[O:15])([C:11]1[CH:12]=[CH:13][C:8]([CH3:18])=[CH:9][CH:10]=1)(=[O:16])=[O:15]. The catalyst class is: 17.